From a dataset of Full USPTO retrosynthesis dataset with 1.9M reactions from patents (1976-2016). Predict the reactants needed to synthesize the given product. (1) Given the product [CH:7]1([C:10]2[CH:11]=[C:12]([CH3:31])[C:13]([N:16]3[CH2:21][CH2:20][N:19]([C:22]([C:24]4[CH:29]=[CH:28][C:27]([N:1]5[CH2:5][CH2:4][CH2:3][C:2]5=[O:6])=[CH:26][CH:25]=4)=[O:23])[CH2:18][CH2:17]3)=[N:14][CH:15]=2)[CH2:8][CH2:9]1, predict the reactants needed to synthesize it. The reactants are: [NH:1]1[CH2:5][CH2:4][CH2:3][C:2]1=[O:6].[CH:7]1([C:10]2[CH:11]=[C:12]([CH3:31])[C:13]([N:16]3[CH2:21][CH2:20][N:19]([C:22]([C:24]4[CH:29]=[CH:28][C:27](I)=[CH:26][CH:25]=4)=[O:23])[CH2:18][CH2:17]3)=[N:14][CH:15]=2)[CH2:9][CH2:8]1. (2) Given the product [CH:26]1[CH:25]=[CH:24][C:23]([CH2:22][C:17]2[C:18]3[N:19]([CH:20]=[C:15]([C:12]4[CH:11]=[CH:10][C:9]([OH:8])=[CH:14][CH:13]=4)[N:16]=2)[C:44]([OH:48])=[C:43]([CH2:42][C:39]2[CH:40]=[CH:41][C:36]([OH:35])=[CH:37][CH:38]=2)[N:21]=3)=[CH:53][CH:54]=1, predict the reactants needed to synthesize it. The reactants are: [Si]([O:8][C:9]1[CH:14]=[CH:13][C:12]([C:15]2[N:16]=[C:17]([C:22]3C=[CH:26][CH:25]=[CH:24][CH:23]=3)[C:18]([NH2:21])=[N:19][CH:20]=2)=[CH:11][CH:10]=1)(C(C)(C)C)(C)C.[Si]([O:35][C:36]1[CH:41]=[CH:40][C:39]([CH2:42][C:43](=O)[CH:44]([O:48]CC)OCC)=[CH:38][CH:37]=1)(C(C)(C)C)(C)C.Cl.[CH3:53][CH2:54]CCCC. (3) Given the product [Br:1][C:2]1[CH:7]=[CH:6][C:5]([C:11]#[N:12])=[N:4][C:3]=1[CH3:9], predict the reactants needed to synthesize it. The reactants are: [Br:1][C:2]1[C:3]([CH3:9])=[N:4][C:5](Br)=[CH:6][CH:7]=1.[Cu][C:11]#[N:12].[C-]#N.[Na+].CN(C)C=O. (4) The reactants are: [Cl:1][C:2]1[C:3]2[C:4](=[N:8][N:9]([CH2:11][C:12]3[CH:28]=[CH:27][C:15]([CH2:16][N:17]4[CH:21]=[C:20](C(OCC)=O)[CH:19]=[N:18]4)=[CH:14][CH:13]=3)[CH:10]=2)[N:5]=[CH:6][N:7]=1.N1C=CC([C:34]([O:36][CH3:37])=[O:35])=N1.N1C=C(C(OCC)=O)C=N1. Given the product [Cl:1][C:2]1[C:3]2[C:4](=[N:8][N:9]([CH2:11][C:12]3[CH:13]=[CH:14][C:15]([CH2:16][N:17]4[CH:21]=[CH:20][C:19]([C:34]([O:36][CH3:37])=[O:35])=[N:18]4)=[CH:27][CH:28]=3)[CH:10]=2)[N:5]=[CH:6][N:7]=1, predict the reactants needed to synthesize it. (5) Given the product [CH3:1][O:2][CH2:3][CH2:4][O:5][C:6]([NH:9][C@H:10]([C:14]([OH:16])=[O:15])[CH:11]([CH3:13])[CH3:12])=[O:7], predict the reactants needed to synthesize it. The reactants are: [CH3:1][O:2][CH2:3][CH2:4][O:5][C:6](Cl)=[O:7].[NH2:9][C@H:10]([C:14]([OH:16])=[O:15])[CH:11]([CH3:13])[CH3:12]. (6) Given the product [Cl:1][C:2]1[CH:7]=[CH:6][C:5]([S:8]([N:11]2[CH2:16][CH2:15][CH2:14][C@@H:13]([NH:17][C:18]3[N:23]=[C:22]([C:24]4[N:31]5[C:27]([S:28][CH:29]=[CH:30]5)=[N:26][C:25]=4[C:32]4[CH:33]=[C:34]([C:38](=[N:41][OH:42])[NH2:39])[CH:35]=[CH:36][CH:37]=4)[CH:21]=[CH:20][N:19]=3)[CH2:12]2)(=[O:10])=[O:9])=[CH:4][CH:3]=1, predict the reactants needed to synthesize it. The reactants are: [Cl:1][C:2]1[CH:7]=[CH:6][C:5]([S:8]([N:11]2[CH2:16][CH2:15][CH2:14][C@@H:13]([NH:17][C:18]3[N:23]=[C:22]([C:24]4[N:31]5[C:27]([S:28][CH:29]=[CH:30]5)=[N:26][C:25]=4[C:32]4[CH:37]=[CH:36][CH:35]=[C:34]([C:38]#[N:39])[CH:33]=4)[CH:21]=[CH:20][N:19]=3)[CH2:12]2)(=[O:10])=[O:9])=[CH:4][CH:3]=1.Cl.[NH2:41][OH:42].C(=O)([O-])[O-].[Na+].[Na+].